This data is from Forward reaction prediction with 1.9M reactions from USPTO patents (1976-2016). The task is: Predict the product of the given reaction. (1) Given the reactants [NH2:1][CH2:2][CH:3]([C:11]1[CH:12]=[C:13]([OH:17])[CH:14]=[CH:15][CH:16]=1)[CH2:4][C:5]1[CH:10]=[CH:9][CH:8]=[CH:7][CH:6]=1.C(N(CC)CC)C.Br[CH2:26][CH2:27][CH2:28][CH2:29]Br, predict the reaction product. The product is: [CH2:4]([CH:3]([C:11]1[CH:12]=[C:13]([OH:17])[CH:14]=[CH:15][CH:16]=1)[CH2:2][N:1]1[CH2:29][CH2:28][CH2:27][CH2:26]1)[C:5]1[CH:10]=[CH:9][CH:8]=[CH:7][CH:6]=1. (2) Given the reactants [F:1][C:2]1[CH:35]=[C:34]([N+:36]([O-:38])=[O:37])[CH:33]=[CH:32][C:3]=1[O:4][C:5]1[CH:10]=[CH:9][N:8]=[C:7]2[CH:11]=[C:12]([C:14]3[CH:31]=[CH:30][C:17]([CH2:18][NH:19][CH2:20][CH2:21][O:22][CH2:23][CH2:24][O:25][CH2:26][CH2:27][O:28][CH3:29])=[CH:16][CH:15]=3)[S:13][C:6]=12.[CH3:39][C:40]([O:43][C:44](O[C:44]([O:43][C:40]([CH3:42])([CH3:41])[CH3:39])=[O:45])=[O:45])([CH3:42])[CH3:41].CO, predict the reaction product. The product is: [F:1][C:2]1[CH:35]=[C:34]([N+:36]([O-:38])=[O:37])[CH:33]=[CH:32][C:3]=1[O:4][C:5]1[CH:10]=[CH:9][N:8]=[C:7]2[CH:11]=[C:12]([C:14]3[CH:31]=[CH:30][C:17]([CH2:18][N:19]([CH2:20][CH2:21][O:22][CH2:23][CH2:24][O:25][CH2:26][CH2:27][O:28][CH3:29])[C:44](=[O:45])[O:43][C:40]([CH3:42])([CH3:41])[CH3:39])=[CH:16][CH:15]=3)[S:13][C:6]=12. (3) Given the reactants C(OC([N:8]1[CH2:13][CH2:12][C@:11]([OH:27])([C:14]2[C:15]([CH3:26])=[N:16][C:17]([CH2:20][O:21][CH2:22][CH2:23][O:24][CH3:25])=[CH:18][CH:19]=2)[C@@H:10]([O:28][CH2:29][C:30]2[CH:31]=[CH:32][C:33]3[O:38][CH2:37][CH2:36][N:35]([CH2:39][CH2:40][CH2:41][O:42][CH3:43])[C:34]=3[CH:44]=2)[CH2:9]1)=O)(C)(C)C.C(O)(C(F)(F)F)=O, predict the reaction product. The product is: [CH3:25][O:24][CH2:23][CH2:22][O:21][CH2:20][C:17]1[N:16]=[C:15]([CH3:26])[C:14]([C@@:11]2([OH:27])[CH2:12][CH2:13][NH:8][CH2:9][C@@H:10]2[O:28][CH2:29][C:30]2[CH:31]=[CH:32][C:33]3[O:38][CH2:37][CH2:36][N:35]([CH2:39][CH2:40][CH2:41][O:42][CH3:43])[C:34]=3[CH:44]=2)=[CH:19][CH:18]=1. (4) Given the reactants Cl[CH2:2][CH2:3][NH:4][C:5]([NH:7][C:8]1[CH:17]=[CH:16][C:15]2[C:10](=[CH:11][CH:12]=[CH:13][CH:14]=2)[CH:9]=1)=[O:6].[H-].[Na+].CO, predict the reaction product. The product is: [CH:9]1[C:10]2[C:15](=[CH:14][CH:13]=[CH:12][CH:11]=2)[CH:16]=[CH:17][C:8]=1[N:7]1[CH2:2][CH2:3][NH:4][C:5]1=[O:6].